Dataset: Reaction yield outcomes from USPTO patents with 853,638 reactions. Task: Predict the reaction yield, written as a fraction of the theoretical maximum amount of product (1.0 means a 100% yield; for example, 0.34 means a 34% yield). (1) The reactants are BrC(Br)C.C[Si](Cl)(C)C.[C:10]([O:14][C:15]([NH:17][C@@H:18]([CH2:28]I)[C:19]([O:21][CH:22]1[CH2:27][CH2:26][CH2:25][CH2:24][CH2:23]1)=[O:20])=[O:16])([CH3:13])([CH3:12])[CH3:11].Br[C:31]1[CH:32]=[CH:33][C:34]([N:37]2[C:42](=[O:43])[C:41]3[CH:44]=[CH:45][N:46]=[CH:47][C:40]=3[N:39]([CH3:48])[C:38]2=[O:49])=[N:35][CH:36]=1. The catalyst is CN(C)C=O.[Zn].Cl[Pd](Cl)([P](C1C=CC=CC=1)(C1C=CC=CC=1)C1C=CC=CC=1)[P](C1C=CC=CC=1)(C1C=CC=CC=1)C1C=CC=CC=1. The product is [C:10]([O:14][C:15]([NH:17][C@@H:18]([CH2:28][C:31]1[CH:36]=[N:35][C:34]([N:37]2[C:42](=[O:43])[C:41]3[CH:44]=[CH:45][N:46]=[CH:47][C:40]=3[N:39]([CH3:48])[C:38]2=[O:49])=[CH:33][CH:32]=1)[C:19]([O:21][CH:22]1[CH2:27][CH2:26][CH2:25][CH2:24][CH2:23]1)=[O:20])=[O:16])([CH3:13])([CH3:12])[CH3:11]. The yield is 0.480. (2) The product is [O:3]1[CH2:4][CH2:5][O:1][CH:2]1[C:6]1[CH:7]=[C:8](/[CH:15]=[CH:36]/[C:37]([O:39][CH3:40])=[O:38])[S:9][C:10]=1[Si:11]([CH3:12])([CH3:13])[CH3:14]. The yield is 0.881. The catalyst is C(Cl)(Cl)Cl. The reactants are [O:1]1[CH2:5][CH2:4][O:3][CH:2]1[C:6]1[CH:7]=[C:8]([CH:15]=O)[S:9][C:10]=1[Si:11]([CH3:14])([CH3:13])[CH3:12].C1(P(=[CH:36][C:37]([O:39][CH3:40])=[O:38])(C2C=CC=CC=2)C2C=CC=CC=2)C=CC=CC=1. (3) The reactants are [N:1]1([C:7]2[N:12]=[C:11]([N:13]3[CH:18]4[CH2:19][CH2:20][CH:14]3[CH2:15][O:16][CH2:17]4)[N:10]=[C:9]([C:21]3[CH:27]=[CH:26][C:24]([NH2:25])=[CH:23][CH:22]=3)[N:8]=2)[CH2:6][CH2:5][O:4][CH2:3][CH2:2]1.ClC(Cl)(O[C:32](=[O:38])OC(Cl)(Cl)Cl)Cl.[CH3:40][N:41]1[CH2:46][CH2:45][N:44]([C:47]2[CH:53]=[CH:52][C:50]([NH2:51])=[CH:49][CH:48]=2)[CH2:43][CH2:42]1. No catalyst specified. The product is [CH3:40][N:41]1[CH2:42][CH2:43][N:44]([C:47]2[CH:53]=[CH:52][C:50]([NH:51][C:32]([NH:25][C:24]3[CH:26]=[CH:27][C:21]([C:9]4[N:8]=[C:7]([N:1]5[CH2:2][CH2:3][O:4][CH2:5][CH2:6]5)[N:12]=[C:11]([N:13]5[CH:14]6[CH2:20][CH2:19][CH:18]5[CH2:17][O:16][CH2:15]6)[N:10]=4)=[CH:22][CH:23]=3)=[O:38])=[CH:49][CH:48]=2)[CH2:45][CH2:46]1. The yield is 0.0700. (4) The reactants are [C:1]([O:5][C:6]([NH:8][C:9]1[CH:14]=[C:13]([CH2:15][C:16](OCC)=[O:17])[CH:12]=[CH:11][N:10]=1)=[O:7])([CH3:4])([CH3:3])[CH3:2].CC(C[AlH]CC(C)C)C. The catalyst is C1COCC1. The product is [OH:17][CH2:16][CH2:15][C:13]1[CH:12]=[CH:11][N:10]=[C:9]([NH:8][C:6](=[O:7])[O:5][C:1]([CH3:3])([CH3:2])[CH3:4])[CH:14]=1. The yield is 0.640. (5) The reactants are C([N:8]1[CH2:13][CH2:12][C:11]2([CH:17]([C:18]3[CH:23]=[CH:22][C:21]([CH:24]([CH3:26])[CH3:25])=[CH:20][CH:19]=3)[C:16]3[C:27]([CH3:33])=[CH:28][C:29]([CH3:32])=[C:30]([CH3:31])[C:15]=3[O:14]2)[CH2:10][CH2:9]1)C1C=CC=CC=1.[Cl:34]C(OC(Cl)C)=O. The catalyst is O1CCCC1. The product is [ClH:34].[CH:24]([C:21]1[CH:22]=[CH:23][C:18]([CH:17]2[C:11]3([CH2:10][CH2:9][NH:8][CH2:13][CH2:12]3)[O:14][C:15]3[C:30]([CH3:31])=[C:29]([CH3:32])[CH:28]=[C:27]([CH3:33])[C:16]2=3)=[CH:19][CH:20]=1)([CH3:26])[CH3:25]. The yield is 0.810.